Task: Regression. Given two drug SMILES strings and cell line genomic features, predict the synergy score measuring deviation from expected non-interaction effect.. Dataset: NCI-60 drug combinations with 297,098 pairs across 59 cell lines (1) Drug 1: C1CCN(CC1)CCOC2=CC=C(C=C2)C(=O)C3=C(SC4=C3C=CC(=C4)O)C5=CC=C(C=C5)O. Drug 2: CNC(=O)C1=CC=CC=C1SC2=CC3=C(C=C2)C(=NN3)C=CC4=CC=CC=N4. Cell line: IGROV1. Synergy scores: CSS=1.69, Synergy_ZIP=0.902, Synergy_Bliss=1.82, Synergy_Loewe=0.597, Synergy_HSA=0.934. (2) Drug 1: CN1C(=O)N2C=NC(=C2N=N1)C(=O)N. Drug 2: C(=O)(N)NO. Cell line: OVCAR-4. Synergy scores: CSS=1.97, Synergy_ZIP=0.457, Synergy_Bliss=2.47, Synergy_Loewe=1.74, Synergy_HSA=1.84. (3) Drug 1: CNC(=O)C1=CC=CC=C1SC2=CC3=C(C=C2)C(=NN3)C=CC4=CC=CC=N4. Drug 2: CN(CC1=CN=C2C(=N1)C(=NC(=N2)N)N)C3=CC=C(C=C3)C(=O)NC(CCC(=O)O)C(=O)O. Cell line: DU-145. Synergy scores: CSS=16.1, Synergy_ZIP=-3.09, Synergy_Bliss=-6.25, Synergy_Loewe=-28.0, Synergy_HSA=-7.90. (4) Drug 1: CC(CN1CC(=O)NC(=O)C1)N2CC(=O)NC(=O)C2. Drug 2: C1=NNC2=C1C(=O)NC=N2. Cell line: OVCAR3. Synergy scores: CSS=19.6, Synergy_ZIP=-5.34, Synergy_Bliss=3.03, Synergy_Loewe=-2.88, Synergy_HSA=2.30.